Dataset: Peptide-MHC class I binding affinity with 185,985 pairs from IEDB/IMGT. Task: Regression. Given a peptide amino acid sequence and an MHC pseudo amino acid sequence, predict their binding affinity value. This is MHC class I binding data. (1) The peptide sequence is IEELRRHLL. The MHC is HLA-A23:01 with pseudo-sequence HLA-A23:01. The binding affinity (normalized) is 0. (2) The peptide sequence is LWVTDNNRSF. The MHC is HLA-A26:01 with pseudo-sequence HLA-A26:01. The binding affinity (normalized) is 0. (3) The peptide sequence is QYLNLYPVAR. The MHC is Patr-A0901 with pseudo-sequence Patr-A0901. The binding affinity (normalized) is 0.287. (4) The peptide sequence is ELPDGQVITI. The MHC is HLA-A02:06 with pseudo-sequence HLA-A02:06. The binding affinity (normalized) is 0.240. (5) The peptide sequence is EAVRHFPRI. The MHC is HLA-B58:01 with pseudo-sequence HLA-B58:01. The binding affinity (normalized) is 0.